Dataset: Catalyst prediction with 721,799 reactions and 888 catalyst types from USPTO. Task: Predict which catalyst facilitates the given reaction. Reactant: [F:1][C:2]1[CH:7]=[CH:6][C:5]([C:8]2[CH:13]=[CH:12][CH:11]=[CH:10][C:9]=2[CH2:14][N:15]2[CH:20]=[CH:19][CH:18]=[C:17]([C:21]([NH:23][C@@H:24]([CH2:32][CH2:33][CH2:34][NH:35][C:36]([NH:38]S(C3C(C)=C4C(=C(C)C=3C)OC(C)(C)CC4)(=O)=O)=[NH:37])[C:25]([O:27]C(C)(C)C)=[O:26])=[O:22])[C:16]2=[O:57])=[CH:4][CH:3]=1.[C:58]([OH:64])([C:60]([F:63])([F:62])[F:61])=[O:59].C([SiH](CC)CC)C. Product: [NH:35]([CH2:34][CH2:33][CH2:32][C@H:24]([NH:23][C:21]([C:17]1[C:16](=[O:57])[N:15]([CH2:14][C:9]2[CH:10]=[CH:11][CH:12]=[CH:13][C:8]=2[C:5]2[CH:6]=[CH:7][C:2]([F:1])=[CH:3][CH:4]=2)[CH:20]=[CH:19][CH:18]=1)=[O:22])[C:25]([OH:27])=[O:26])[C:36]([NH2:38])=[NH:37].[C:58]([OH:64])([C:60]([F:63])([F:62])[F:61])=[O:59]. The catalyst class is: 6.